Dataset: Full USPTO retrosynthesis dataset with 1.9M reactions from patents (1976-2016). Task: Predict the reactants needed to synthesize the given product. (1) Given the product [CH:57]1([C:5]([N:4]([CH3:14])[CH2:3][CH2:2][O:1][C:20]2[CH:25]=[CH:24][C:23]([CH2:26][C@H:27]([NH:32][C:33]3[S:34][CH:35]=[C:36]([C:38]4[CH:43]=[CH:42][CH:41]=[CH:40][CH:39]=4)[N:37]=3)[C:28]([O:30][CH3:31])=[O:29])=[CH:22][CH:21]=2)=[O:6])[CH2:58][CH2:59][CH2:60][CH2:61][CH2:62]1, predict the reactants needed to synthesize it. The reactants are: [OH:1][CH2:2][CH2:3][N:4]([CH3:14])[C:5](CC1CCCCC1)=[O:6].CS(N[C:20]1[CH:25]=[CH:24][C:23]([CH2:26][C@H:27]([NH:32][C:33]2[S:34][CH:35]=[C:36]([C:38]3[CH:43]=[CH:42][CH:41]=[CH:40][CH:39]=3)[N:37]=2)[C:28]([O:30][CH3:31])=[O:29])=[CH:22][CH:21]=1)(=O)=O.[C:57]1(P([C:57]2[CH:62]=[CH:61][CH:60]=[CH:59][CH:58]=2)[C:57]2[CH:62]=[CH:61][CH:60]=[CH:59][CH:58]=2)[CH:62]=[CH:61][CH:60]=[CH:59][CH:58]=1.C1CCN(C(N=NC(N2CCCCC2)=O)=O)CC1. (2) Given the product [Cl:1][C:2]1[N:3]=[C:4]([N:19]2[CH2:24][CH2:23][O:22][CH2:21][CH2:20]2)[C:5]2[S:10][C:9]([C:11]3[CH:12]=[C:13]([CH2:17][NH:18][C:61](=[O:62])[C@@H:55]([OH:32])[CH3:57])[CH:14]=[CH:15][CH:16]=3)=[CH:8][C:6]=2[N:7]=1, predict the reactants needed to synthesize it. The reactants are: [Cl:1][C:2]1[N:3]=[C:4]([N:19]2[CH2:24][CH2:23][O:22][CH2:21][CH2:20]2)[C:5]2[S:10][C:9]([C:11]3[CH:12]=[C:13]([CH2:17][NH2:18])[CH:14]=[CH:15][CH:16]=3)=[CH:8][C:6]=2[N:7]=1.CN(C([O:32]N1N=NC2C=CC=NC1=2)=[N+](C)C)C.F[P-](F)(F)(F)(F)F.CCN([CH:55]([CH3:57])C)C(C)C.CN([CH:61]=[O:62])C. (3) Given the product [CH2:14]([O:16][C:17]([C:19]1[N:20]=[C:21]2[CH:26]([CH3:27])[N:25]([C:11]([C:9]3[CH:10]=[C:5]4[N:4]=[CH:3][C:2]([Cl:1])=[CH:7][N:6]4[N:8]=3)=[O:13])[CH2:24][CH2:23][N:22]2[CH:28]=1)=[O:18])[CH3:15], predict the reactants needed to synthesize it. The reactants are: [Cl:1][C:2]1[CH:3]=[N:4][C:5]2[N:6]([N:8]=[C:9]([C:11]([OH:13])=O)[CH:10]=2)[CH:7]=1.[CH2:14]([O:16][C:17]([C:19]1[N:20]=[C:21]2[CH:26]([CH3:27])[NH:25][CH2:24][CH2:23][N:22]2[CH:28]=1)=[O:18])[CH3:15]. (4) Given the product [CH3:13][C:7]1[CH:8]=[CH:9][C:10]2[C:11]3[O:12][C:14]([CH2:15][CH2:16][CH3:17])=[N:1][C:2]=3[CH:3]=[N:4][C:5]=2[CH:6]=1, predict the reactants needed to synthesize it. The reactants are: [NH2:1][C:2]1[CH:3]=[N:4][C:5]2[C:10]([C:11]=1[OH:12])=[CH:9][CH:8]=[C:7]([CH3:13])[CH:6]=2.[C:14](O[C:14](=O)[CH2:15][CH2:16][CH3:17])(=O)[CH2:15][CH2:16][CH3:17].[OH-].[Na+].